Dataset: Reaction yield outcomes from USPTO patents with 853,638 reactions. Task: Predict the reaction yield, written as a fraction of the theoretical maximum amount of product (1.0 means a 100% yield; for example, 0.34 means a 34% yield). (1) The reactants are [B-](F)(F)(F)F.[N:6]#[O+].[CH:8]([C:11]1[CH:16]=[CH:15][C:14]([CH:17]2[C:21]3([CH2:26][CH2:25][N:24]([CH3:27])[CH2:23][CH2:22]3)[O:20][C:19]3[C:28]([CH3:34])=[C:29]([CH3:33])[CH:30]=[C:31]([CH3:32])[C:18]2=3)=[CH:13][CH:12]=1)([CH3:10])[CH3:9].[OH-].[Na+]. The catalyst is C(#N)C. The product is [CH:8]([C:11]1[CH:16]=[CH:15][C:14]([CH:17]2[C:21]3([CH2:22][CH2:23][N:24]([CH3:27])[CH2:25][CH2:26]3)[O:20][C:19]3[C:28]([CH3:34])=[C:29]([CH3:33])[C:30]([NH2:6])=[C:31]([CH3:32])[C:18]2=3)=[CH:13][CH:12]=1)([CH3:10])[CH3:9]. The yield is 0.830. (2) The catalyst is Cl.O1CCOCC1. The yield is 0.123. The reactants are [CH2:1]([N:8]1[C:13]2[N:14]=[C:15]([S:20][CH3:21])[N:16]=[C:17]([NH:18][NH2:19])[C:12]=2[C:11](=O)[CH:10]([C:23]([O:25][CH2:26][CH3:27])=[O:24])[CH2:9]1)[C:2]1[CH:7]=[CH:6][CH:5]=[CH:4][CH:3]=1. The product is [CH2:1]([N:8]1[C:13]2[C:12]3[C:11](=[N:19][NH:18][C:17]=3[N:16]=[C:15]([S:20][CH3:21])[N:14]=2)[CH:10]([C:23]([O:25][CH2:26][CH3:27])=[O:24])[CH2:9]1)[C:2]1[CH:7]=[CH:6][CH:5]=[CH:4][CH:3]=1.